From a dataset of Forward reaction prediction with 1.9M reactions from USPTO patents (1976-2016). Predict the product of the given reaction. (1) Given the reactants [O:1]=[C:2]1[CH:6]=[C:5]([C@@H:7]2[CH2:12][CH2:11][N:10](C(OC)=O)[C@H:9]([C:17]3[CH:22]=[C:21]([F:23])[C:20]([F:24])=[C:19]([F:25])[CH:18]=3)[CH2:8]2)[O:4][NH:3]1.Br, predict the reaction product. The product is: [F:25][C:19]1[CH:18]=[C:17]([C@@H:9]2[CH2:8][C@H:7]([C:5]3[O:4][NH:3][C:2](=[O:1])[CH:6]=3)[CH2:12][CH2:11][NH:10]2)[CH:22]=[C:21]([F:23])[C:20]=1[F:24]. (2) Given the reactants Cl[C:2]1[S:6][C:5]([S:7]([N:10]2[C:16]3[CH:17]=[CH:18][CH:19]=[CH:20][C:15]=3[CH2:14][CH2:13][CH2:12][CH2:11]2)(=[O:9])=[O:8])=[CH:4][C:3]=1[N+:21]([O-:23])=[O:22].[OH-].[Na+], predict the reaction product. The product is: [N+:21]([C:3]1[CH:4]=[C:5]([S:7]([N:10]2[C:16]3[CH:17]=[CH:18][CH:19]=[CH:20][C:15]=3[CH2:14][CH2:13][CH2:12][CH2:11]2)(=[O:9])=[O:8])[S:6][CH:2]=1)([O-:23])=[O:22]. (3) Given the reactants [CH3:1][O:2][C:3]1[C:11](B2OC(C)(C)C(C)(C)O2)=[CH:10][CH:9]=[C:8]2[C:4]=1[CH2:5][C:6](=[O:22])[N:7]2[CH3:21].[Br:23][C:24]1[CH:25]=[N:26][CH:27]=[C:28](Br)[CH:29]=1.COCCOC.C(=O)([O-])[O-].[Na+].[Na+], predict the reaction product. The product is: [Br:23][C:24]1[CH:29]=[C:28]([C:11]2[C:3]([O:2][CH3:1])=[C:4]3[C:8](=[CH:9][CH:10]=2)[N:7]([CH3:21])[C:6](=[O:22])[CH2:5]3)[CH:27]=[N:26][CH:25]=1. (4) Given the reactants COC1C=C2C(=CC=1)NN=C2C(NCC1CCN(CC2SC=C(C(O)=O)N=2)CC1)=O.[Br:31][C:32]1[CH:33]=[C:34]2[C:38](=[CH:39][CH:40]=1)[NH:37][N:36]=[C:35]2[C:41]([NH:43][CH2:44][CH:45]1[CH2:50][CH2:49][N:48]([CH2:51][C:52]2[O:56][C:55]([C:57]([O:59]CC)=[O:58])=[CH:54][CH:53]=2)[CH2:47][CH2:46]1)=[O:42], predict the reaction product. The product is: [Br:31][C:32]1[CH:33]=[C:34]2[C:38](=[CH:39][CH:40]=1)[NH:37][N:36]=[C:35]2[C:41]([NH:43][CH2:44][CH:45]1[CH2:50][CH2:49][N:48]([CH2:51][C:52]2[O:56][C:55]([C:57]([OH:59])=[O:58])=[CH:54][CH:53]=2)[CH2:47][CH2:46]1)=[O:42]. (5) The product is: [CH:1]1([NH:5][S:6]([C:9]2[CH:10]=[C:11]3[C:16](=[CH:17][CH:18]=2)[NH:15][CH:14]([C:19]2[CH:20]=[C:21]([NH:29][C:30]([CH3:35])([CH3:34])[C:31]([OH:33])=[O:32])[CH:22]=[C:23]([F:25])[CH:24]=2)[CH2:13][C:12]3([CH3:28])[CH3:27])(=[O:8])=[O:7])[CH2:4][CH2:3][CH2:2]1. Given the reactants [CH:1]1([NH:5][S:6]([C:9]2[CH:10]=[C:11]3[C:16](=[CH:17][CH:18]=2)[NH:15][CH:14]([C:19]2[CH:24]=[C:23]([F:25])[CH:22]=[C:21](Br)[CH:20]=2)[CH2:13][C:12]3([CH3:28])[CH3:27])(=[O:8])=[O:7])[CH2:4][CH2:3][CH2:2]1.[NH2:29][C:30]([CH3:35])([CH3:34])[C:31]([OH:33])=[O:32].C(=O)([O-])[O-].[K+].[K+], predict the reaction product. (6) Given the reactants [NH2:1][C:2]1[C:6]([C:7]([C:9]2[S:10][CH:11]=[CH:12][CH:13]=2)=[O:8])=[CH:5][NH:4][N:3]=1.CN(C)[CH:16]=[CH:17][C:18]([C:20]1[CH:25]=[CH:24][C:23]([O:26][CH3:27])=[CH:22][C:21]=1[O:28][CH3:29])=O, predict the reaction product. The product is: [CH3:29][O:28][C:21]1[CH:22]=[C:23]([O:26][CH3:27])[CH:24]=[CH:25][C:20]=1[C:18]1[N:3]2[N:4]=[CH:5][C:6]([C:7]([C:9]3[S:10][CH:11]=[CH:12][CH:13]=3)=[O:8])=[C:2]2[N:1]=[CH:16][CH:17]=1. (7) Given the reactants [OH:1][C:2]1[C:7]([C:8]([OH:10])=[O:9])=[CH:6][N:5]=[C:4]([N:11]2[CH:15]=[CH:14][CH:13]=[N:12]2)[N:3]=1.C([O-])([O-])=O.[K+].[K+].[CH2:22](Br)[C:23]1[CH:28]=[CH:27][CH:26]=[CH:25][CH:24]=1, predict the reaction product. The product is: [CH2:22]([O:1][C:2]1[C:7]([C:8]([O:10][CH2:22][C:23]2[CH:28]=[CH:27][CH:26]=[CH:25][CH:24]=2)=[O:9])=[CH:6][N:5]=[C:4]([N:11]2[CH:15]=[CH:14][CH:13]=[N:12]2)[N:3]=1)[C:23]1[CH:28]=[CH:27][CH:26]=[CH:25][CH:24]=1. (8) Given the reactants [F:1][C:2]1[CH:11]=[C:10]2[C:5]([C:6]([NH:22][C:23]3[CH:24]=[N:25][CH:26]=[CH:27][CH:28]=3)=[N:7][C:8](/[CH:12]=[CH:13]/[C:14]3[O:15][C:16]([N+:19]([O-:21])=[O:20])=[CH:17][CH:18]=3)=[N:9]2)=[CH:4][CH:3]=1.[C:29](OC(=O)C)(=[O:31])[CH3:30], predict the reaction product. The product is: [F:1][C:2]1[CH:11]=[C:10]2[C:5]([C:6]([N:22]([C:23]3[CH:24]=[N:25][CH:26]=[CH:27][CH:28]=3)[C:29](=[O:31])[CH3:30])=[N:7][C:8](/[CH:12]=[CH:13]/[C:14]3[O:15][C:16]([N+:19]([O-:21])=[O:20])=[CH:17][CH:18]=3)=[N:9]2)=[CH:4][CH:3]=1.